This data is from Peptide-MHC class I binding affinity with 185,985 pairs from IEDB/IMGT. The task is: Regression. Given a peptide amino acid sequence and an MHC pseudo amino acid sequence, predict their binding affinity value. This is MHC class I binding data. (1) The peptide sequence is FMIDWILDA. The MHC is HLA-B44:02 with pseudo-sequence HLA-B44:02. The binding affinity (normalized) is 0.0847. (2) The peptide sequence is GTTVVKVKY. The MHC is HLA-A80:01 with pseudo-sequence HLA-A80:01. The binding affinity (normalized) is 0.0847. (3) The peptide sequence is IIRVTSELL. The MHC is HLA-B58:01 with pseudo-sequence HLA-B58:01. The binding affinity (normalized) is 0.0847. (4) The peptide sequence is HHIPNGVVW. The MHC is HLA-B15:01 with pseudo-sequence HLA-B15:01. The binding affinity (normalized) is 0.0847.